Dataset: Forward reaction prediction with 1.9M reactions from USPTO patents (1976-2016). Task: Predict the product of the given reaction. (1) Given the reactants [CH2:1]([SH:3])[CH3:2].C(=O)([O-])[O-].[K+].[K+].F[C:11]1[CH:18]=[CH:17][C:14]([CH:15]=[O:16])=[CH:13][CH:12]=1.O, predict the reaction product. The product is: [CH2:1]([S:3][C:11]1[CH:18]=[CH:17][C:14]([CH:15]=[O:16])=[CH:13][CH:12]=1)[CH3:2]. (2) The product is: [C:1]([O:5][C:6]([NH:8][C@H:9]1[C@@H:10]2[C:21]([CH:20]([CH2:24][CH3:25])[CH2:18][CH3:19])=[N:22][O:23][C@@H:11]2[C@@H:12]([C:14]([O:16][CH3:17])=[O:15])[CH2:13]1)=[O:7])([CH3:4])([CH3:3])[CH3:2]. Given the reactants [C:1]([O:5][C:6]([NH:8][C@@H:9]1[CH2:13][C@H:12]([C:14]([O:16][CH3:17])=[O:15])[CH:11]=[CH:10]1)=[O:7])([CH3:4])([CH3:3])[CH3:2].[CH2:18]([CH:20]([CH2:24][CH3:25])[CH:21]=[N:22][OH:23])[CH3:19].CCN(CC)CC.[O-]Cl.[Na+], predict the reaction product. (3) Given the reactants Cl[C:2]1[C:11]2[C:6](=[CH:7][C:8]([S:12]([O:15][C:16]3[C:21]([F:22])=[C:20]([F:23])[C:19]([F:24])=[C:18]([F:25])[C:17]=3[F:26])(=[O:14])=[O:13])=[CH:9][CH:10]=2)[CH:5]=[CH:4][N:3]=1.[Cl:27][C:28]1[CH:35]=[C:34]([O:36][CH3:37])[C:33](B2OC(C)(C)C(C)(C)O2)=[CH:32][C:29]=1[C:30]#[N:31].C(=O)([O-])[O-].[K+].[K+], predict the reaction product. The product is: [Cl:27][C:28]1[C:29]([C:30]#[N:31])=[CH:32][C:33]([C:2]2[C:11]3[C:6](=[CH:7][C:8]([S:12]([O:15][C:16]4[C:17]([F:26])=[C:18]([F:25])[C:19]([F:24])=[C:20]([F:23])[C:21]=4[F:22])(=[O:14])=[O:13])=[CH:9][CH:10]=3)[CH:5]=[CH:4][N:3]=2)=[C:34]([O:36][CH3:37])[CH:35]=1. (4) Given the reactants [CH:1]([C:4]1[CH:11]=[CH:10][C:7]([CH:8]=O)=[CH:6][CH:5]=1)([CH3:3])[CH3:2].[CH3:12][N:13]([CH3:21])[C:14]1[N:15]=[N:16][C:17]([NH2:20])=[CH:18][CH:19]=1.C([O:24][C:25](=O)[C:26]([OH:37])=[CH:27][C:28](=[O:36])[C:29]1[CH:34]=[CH:33][C:32]([CH3:35])=[CH:31][CH:30]=1)C, predict the reaction product. The product is: [CH3:12][N:13]([CH3:21])[C:14]1[N:15]=[N:16][C:17]([N:20]2[CH:8]([C:7]3[CH:10]=[CH:11][C:4]([CH:1]([CH3:3])[CH3:2])=[CH:5][CH:6]=3)[C:27]([C:28](=[O:36])[C:29]3[CH:34]=[CH:33][C:32]([CH3:35])=[CH:31][CH:30]=3)=[C:26]([OH:37])[C:25]2=[O:24])=[CH:18][CH:19]=1. (5) The product is: [CH:35]1([CH2:39][O:22][C:21]([C@@:19]23[CH2:18][N:17]([S:24]([C:27]4[CH:28]=[N:29][C:30]([O:33][CH3:34])=[CH:31][CH:32]=4)(=[O:25])=[O:26])[CH2:16][CH2:15][C:14]2=[CH:13][C:12]2[N:8]([C:5]4[CH:4]=[CH:3][C:2]([F:1])=[CH:7][CH:6]=4)[N:9]=[CH:10][C:11]=2[CH2:20]3)=[O:23])[CH2:38][CH2:37][CH2:36]1. Given the reactants [F:1][C:2]1[CH:7]=[CH:6][C:5]([N:8]2[C:12]3[CH:13]=[C:14]4[C@:19]([C:21]([OH:23])=[O:22])([CH2:20][C:11]=3[CH:10]=[N:9]2)[CH2:18][N:17]([S:24]([C:27]2[CH:28]=[N:29][C:30]([O:33][CH3:34])=[CH:31][CH:32]=2)(=[O:26])=[O:25])[CH2:16][CH2:15]4)=[CH:4][CH:3]=1.[CH:35]1([CH2:39]Br)[CH2:38][CH2:37][CH2:36]1, predict the reaction product.